From a dataset of TCR-epitope binding with 47,182 pairs between 192 epitopes and 23,139 TCRs. Binary Classification. Given a T-cell receptor sequence (or CDR3 region) and an epitope sequence, predict whether binding occurs between them. (1) The epitope is IPIQASLPF. The TCR CDR3 sequence is CASSQTSGGADEQFF. Result: 1 (the TCR binds to the epitope). (2) The epitope is RLDKVEAEV. The TCR CDR3 sequence is CASSKDSQVTGELFF. Result: 0 (the TCR does not bind to the epitope).